Dataset: Catalyst prediction with 721,799 reactions and 888 catalyst types from USPTO. Task: Predict which catalyst facilitates the given reaction. (1) The catalyst class is: 4. Product: [NH2:14][C@@H:15]1[CH2:20][CH2:19][N:18]([C:21]2[C:22]([Cl:54])=[C:23]([NH:29][C:30]3[N:35]=[C:34]([NH:36][CH:46]4[CH2:47][CH2:48]4)[C:33]4=[N:49][CH:50]=[C:51]([C:52]#[N:53])[N:32]4[N:31]=3)[CH:24]=[C:25]([C:27]#[N:28])[CH:26]=2)[CH2:17][C@H:16]1[O:55][Si:56]([CH:60]([CH3:62])[CH3:61])([CH:63]([CH3:65])[CH3:64])[CH:57]([CH3:58])[CH3:59]. Reactant: C(O)(C(F)(F)F)=O.C(OC(=O)[NH:14][C@@H:15]1[CH2:20][CH2:19][N:18]([C:21]2[CH:26]=[C:25]([C:27]#[N:28])[CH:24]=[C:23]([NH:29][C:30]3[N:35]=[C:34]([N:36]([CH:46]4[CH2:48][CH2:47]4)CC4C=CC(OC)=CC=4)[C:33]4=[N:49][CH:50]=[C:51]([C:52]#[N:53])[N:32]4[N:31]=3)[C:22]=2[Cl:54])[CH2:17][C@H:16]1[O:55][Si:56]([CH:63]([CH3:65])[CH3:64])([CH:60]([CH3:62])[CH3:61])[CH:57]([CH3:59])[CH3:58])(C)(C)C.C1(OC)C=CC=CC=1. (2) Product: [C:33]1([C:32]2[NH:39][C:3]([C:4]3[CH:9]=[CH:8][N:7]=[C:6]([NH:10][C:11](=[O:17])[O:12][C:13]([CH3:16])([CH3:15])[CH3:14])[CH:5]=3)=[C:2]([C:18]3[CH:23]=[CH:22][N:21]=[CH:20][CH:19]=3)[N:40]=2)[CH:38]=[CH:37][CH:36]=[CH:35][CH:34]=1. The catalyst class is: 148. Reactant: O=[C:2]([C:18]1[CH:23]=[CH:22][N:21]=[CH:20][CH:19]=1)[CH2:3][C:4]1[CH:9]=[CH:8][N:7]=[C:6]([NH:10][C:11](=[O:17])[O:12][C:13]([CH3:16])([CH3:15])[CH3:14])[CH:5]=1.BrN1C(=O)CCC1=O.[C:32]([NH2:40])(=[NH:39])[C:33]1[CH:38]=[CH:37][CH:36]=[CH:35][CH:34]=1. (3) The catalyst class is: 6. Product: [F:17][C:16]1[CH:13]=[CH:12][C:27]([C:56]([N:3]2[C@H:2]([CH3:1])[C@@H:7]3[CH2:8][C@H:4]2[C@H:5]([O:9][C:10]2[CH:15]=[CH:14][C:13]([C:16]([F:17])([F:19])[F:18])=[CH:12][N:11]=2)[CH2:6]3)=[O:57])=[C:26]([N:22]2[N:43]=[CH:38][CH:39]=[N:44]2)[CH:28]=1. Reactant: [CH3:1][C@@H:2]1[C@@H:7]2[CH2:8][C@@H:4]([C@H:5]([O:9][C:10]3[CH:15]=[CH:14][C:13]([C:16]([F:19])([F:18])[F:17])=[CH:12][N:11]=3)[CH2:6]2)[NH:3]1.CC[N:22]([CH:26]([CH3:28])[CH3:27])C(C)C.CN(C(ON1N=[N:44][C:39]2C=CC=[N:43][C:38]1=2)=[N+](C)C)C.F[P-](F)(F)(F)(F)F.CN([CH:56]=[O:57])C. (4) Reactant: [NH2:1][OH:2].[CH:3]([C:5]1[C:14]2[C:9](=[CH:10][CH:11]=[CH:12][CH:13]=2)[C:8]([C:15]([O:17][CH3:18])=[O:16])=[CH:7][CH:6]=1)=O. Product: [OH:2][N:1]=[CH:3][C:5]1[C:14]2[C:9](=[CH:10][CH:11]=[CH:12][CH:13]=2)[C:8]([C:15]([O:17][CH3:18])=[O:16])=[CH:7][CH:6]=1. The catalyst class is: 5.